This data is from Forward reaction prediction with 1.9M reactions from USPTO patents (1976-2016). The task is: Predict the product of the given reaction. (1) Given the reactants Cl.[NH2:2][CH:3]([CH2:7][NH2:8])[C:4]([OH:6])=[O:5].[OH-].[Na+].[C:11]([C:14]([CH3:16])=O)([CH3:13])=O, predict the reaction product. The product is: [CH3:13][C:11]1[N:8]=[CH:7][C:3]([C:4]([OH:6])=[O:5])=[N:2][C:14]=1[CH3:16]. (2) Given the reactants [NH2:1][C:2]1[CH:7]=[CH:6][CH:5]=[CH:4][C:3]=1[NH:8][S:9]([C:12]1[S:16][C:15]2[CH:17]=[CH:18][CH:19]=[CH:20][C:14]=2[CH:13]=1)(=[O:11])=[O:10].Cl[S:22]([C:25]1[CH:26]=[C:27]([CH:32]=[CH:33][C:34]=1[O:35][CH3:36])[C:28]([O:30][CH3:31])=[O:29])(=[O:24])=[O:23], predict the reaction product. The product is: [CH3:31][O:30][C:28](=[O:29])[C:27]1[CH:32]=[CH:33][C:34]([O:35][CH3:36])=[C:25]([S:22](=[O:23])(=[O:24])[NH:1][C:2]2[CH:7]=[CH:6][CH:5]=[CH:4][C:3]=2[NH:8][S:9]([C:12]2[S:16][C:15]3[CH:17]=[CH:18][CH:19]=[CH:20][C:14]=3[CH:13]=2)(=[O:11])=[O:10])[CH:26]=1. (3) Given the reactants O.[OH-].[Li+].[CH3:4][O:5][C:6]1[N:11]=[CH:10][C:9]([C:12]2[CH:21]=[CH:20][C:15]([C:16]([O:18]C)=[O:17])=[C:14]([N+:22]([O-:24])=[O:23])[CH:13]=2)=[CH:8][CH:7]=1.Cl, predict the reaction product. The product is: [CH3:4][O:5][C:6]1[N:11]=[CH:10][C:9]([C:12]2[CH:21]=[CH:20][C:15]([C:16]([OH:18])=[O:17])=[C:14]([N+:22]([O-:24])=[O:23])[CH:13]=2)=[CH:8][CH:7]=1. (4) Given the reactants CC1(C)C(C)(C)OB([C:9]2[CH:17]=[C:16]3[C:12]([C:13]4([CH2:22][CH2:21][CH2:20][CH2:19]4)[C:14](=[O:18])[NH:15]3)=[CH:11][CH:10]=2)O1.[CH:24]1([NH:27][C:28]2[C:32]3[CH:33]=[CH:34][C:35]([CH3:38])=[C:36](I)[C:31]=3[O:30][N:29]=2)[CH2:26][CH2:25]1.C(=O)([O-])[O-].[Cs+].[Cs+], predict the reaction product. The product is: [CH:24]1([NH:27][C:28]2[C:32]3[CH:33]=[CH:34][C:35]([CH3:38])=[C:36]([C:9]4[CH:17]=[C:16]5[C:12]([C:13]6([CH2:19][CH2:20][CH2:21][CH2:22]6)[C:14](=[O:18])[NH:15]5)=[CH:11][CH:10]=4)[C:31]=3[O:30][N:29]=2)[CH2:26][CH2:25]1. (5) Given the reactants [C:1]([C:3]1[CH:12]=[C:11]2[C:6]([CH:7]=[CH:8][C:9]([O:13][CH:14]([CH2:18][CH3:19])[C:15]([OH:17])=O)=[CH:10]2)=[CH:5][CH:4]=1)#[CH:2].C(N(CC)C(C)C)(C)C.Cl.[CH3:30][C:31]([NH2:36])([C:33]#[C:34][CH3:35])[CH3:32], predict the reaction product. The product is: [CH3:30][C:31]([NH:36][C:15](=[O:17])[CH:14]([O:13][C:9]1[CH:8]=[CH:7][C:6]2[C:11](=[CH:12][C:3]([C:1]#[CH:2])=[CH:4][CH:5]=2)[CH:10]=1)[CH2:18][CH3:19])([CH3:32])[C:33]#[C:34][CH3:35]. (6) Given the reactants [O:1]1[C:10]2[C:5](=[CH:6][CH:7]=[CH:8][CH:9]=2)[C:4](=O)[CH2:3][CH2:2]1.Cl.[NH2:13][OH:14], predict the reaction product. The product is: [O:1]1[C:10]2[C:5](=[CH:6][CH:7]=[CH:8][CH:9]=2)[C:4](=[N:13][OH:14])[CH2:3][CH2:2]1. (7) Given the reactants [Cl:1][C:2]1[C:7]([C:8]([NH:10][C:11]2[CH:16]=[CH:15][C:14](OCC)=[CH:13][CH:12]=2)=[O:9])=[CH:6][CH:5]=[CH:4][N:3]=1.CCOC1C=CC(N)=CC=1.[F:30]C1C=CC(N)=CC=1, predict the reaction product. The product is: [Cl:1][C:2]1[C:7]([C:8]([NH:10][C:11]2[CH:16]=[CH:15][C:14]([F:30])=[CH:13][CH:12]=2)=[O:9])=[CH:6][CH:5]=[CH:4][N:3]=1.